This data is from Full USPTO retrosynthesis dataset with 1.9M reactions from patents (1976-2016). The task is: Predict the reactants needed to synthesize the given product. (1) Given the product [CH2:20]([NH:19][C:16]1[C:15]2[CH:25]=[C:11]([C:7]3[CH:6]=[C:5]([CH:10]=[CH:9][CH:8]=3)[C:4]([OH:26])=[O:3])[CH:12]=[CH:13][C:14]=2[O:18][N:17]=1)[C:21]([CH3:24])([CH3:23])[CH3:22], predict the reactants needed to synthesize it. The reactants are: C([O:3][C:4](=[O:26])[C:5]1[CH:10]=[CH:9][CH:8]=[C:7]([C:11]2[CH:12]=[CH:13][C:14]3[O:18][N:17]=[C:16]([NH:19][CH2:20][C:21]([CH3:24])([CH3:23])[CH3:22])[C:15]=3[CH:25]=2)[CH:6]=1)C.[Li+].[OH-]. (2) Given the product [CH3:21][S:22][C:2]1[CH:3]=[C:4]([CH:8]([CH:15]2[CH2:20][CH2:19][O:18][CH2:17]2)[N:9]2[CH:13]=[C:12]([NH2:14])[CH:11]=[N:10]2)[CH:5]=[CH:6][CH:7]=1, predict the reactants needed to synthesize it. The reactants are: Cl[C:2]1[CH:3]=[C:4]([CH:8]([CH:15]2[CH2:20][CH2:19][O:18][CH2:17]C2)[N:9]2[CH:13]=[C:12]([NH2:14])[CH:11]=[N:10]2)[CH:5]=[CH:6][CH:7]=1.[CH3:21][S:22]C1C=C([Mg]Br)C=CC=1.O1CCC(C=O)CC1.O1CCC(C=O)C1.